Dataset: Forward reaction prediction with 1.9M reactions from USPTO patents (1976-2016). Task: Predict the product of the given reaction. (1) Given the reactants Br[C:2]1[S:6][CH:5]=[C:4]([C:7]([N:9]2[C@@H:18]3[C@@H:13]([CH2:14][CH2:15][CH2:16][CH2:17]3)[CH2:12][CH2:11][CH2:10]2)=[O:8])[CH:3]=1.[NH:19]1[CH2:24][CH2:23][NH:22][CH2:21][C:20]1=[O:25].C(=O)([O-])[O-].[K+].[K+].CNCCNC, predict the reaction product. The product is: [N:9]1([C:7]([C:4]2[CH:3]=[C:2]([N:19]3[CH2:24][CH2:23][NH:22][CH2:21][C:20]3=[O:25])[S:6][CH:5]=2)=[O:8])[C@@H:18]2[C@@H:13]([CH2:14][CH2:15][CH2:16][CH2:17]2)[CH2:12][CH2:11][CH2:10]1. (2) Given the reactants [CH3:1][S:2]([O:5][C:6]1[CH:11]=[CH:10][C:9]([CH2:12][CH2:13][CH2:14]CS([O-])(=O)=O)=[CH:8][CH:7]=1)(=[O:4])=[O:3].[CH2:20]([O:22][C:23](=[O:36])[CH:24]([O:33][CH2:34][CH3:35])[CH2:25][C:26]1[CH:31]=[CH:30][CH:29]=[C:28]([OH:32])[CH:27]=1)[CH3:21].C(=O)([O-])[O-].[K+].[K+], predict the reaction product. The product is: [CH2:20]([O:22][C:23](=[O:36])[CH:24]([O:33][CH2:34][CH3:35])[CH2:25][C:26]1[CH:31]=[CH:30][CH:29]=[C:28]([O:32][CH2:14][CH2:13][CH2:12][C:9]2[CH:8]=[CH:7][C:6]([O:5][S:2]([CH3:1])(=[O:3])=[O:4])=[CH:11][CH:10]=2)[CH:27]=1)[CH3:21].